From a dataset of Reaction yield outcomes from USPTO patents with 853,638 reactions. Predict the reaction yield, written as a fraction of the theoretical maximum amount of product (1.0 means a 100% yield; for example, 0.34 means a 34% yield). The yield is 0.620. The product is [Cl-:1].[CH3:18][N+:19]1[CH:23]=[CH:22][N:21]([CH2:2][CH2:3][CH2:4][CH2:5][CH2:6][CH2:7][CH2:8][CH2:9][CH2:10][CH2:11][CH2:12][CH2:13][CH2:14][CH2:15][CH2:16][CH3:17])[C:20]=1[CH3:24]. The catalyst is CC#N. The reactants are [Cl:1][CH2:2][CH2:3][CH2:4][CH2:5][CH2:6][CH2:7][CH2:8][CH2:9][CH2:10][CH2:11][CH2:12][CH2:13][CH2:14][CH2:15][CH2:16][CH3:17].[CH3:18][N:19]1[CH:23]=[CH:22][N:21]=[C:20]1[CH3:24].